Task: Predict the reactants needed to synthesize the given product.. Dataset: Full USPTO retrosynthesis dataset with 1.9M reactions from patents (1976-2016) (1) Given the product [F:19][C:2]1([F:1])[CH2:7][O:6][C:5]([CH3:18])([C:8]([OH:10])=[O:9])[CH2:4][CH2:3]1, predict the reactants needed to synthesize it. The reactants are: [F:1][C:2]1([F:19])[CH2:7][O:6][C:5]([CH3:18])([C:8]([O:10]CC2C=CC=CC=2)=[O:9])[CH2:4][CH2:3]1. (2) Given the product [O:20]=[C:9]1[O:10][CH2:11][C@@H:12]2[C@@:8]1([C:6]([OH:7])=[O:5])[C@@H:13]2[C:14]1[CH:19]=[CH:18][CH:17]=[CH:16][CH:15]=1, predict the reactants needed to synthesize it. The reactants are: C([O:5][C:6]([C:8]12[CH:13]([C:14]3[CH:19]=[CH:18][CH:17]=[CH:16][CH:15]=3)[CH:12]1[CH2:11][O:10][C:9]2=[O:20])=[O:7])(C)(C)C.FC(F)(F)C(O)=O.ClC(Cl)C. (3) Given the product [CH3:1][O:2][CH2:3][N:4]1[C:8]2[CH:9]=[CH:10][C:11]([CH:13]([C:15]3[CH:16]=[CH:17][N:18]([C:24]4[N:29]=[N:28][C:27]([C:30]([O:32][CH2:33][CH3:34])=[O:31])=[CH:26][CH:25]=4)[N:19]=3)[CH3:14])=[CH:12][C:7]=2[S:6][C:5]1=[O:20], predict the reactants needed to synthesize it. The reactants are: [CH3:1][O:2][CH2:3][N:4]1[C:8]2[CH:9]=[CH:10][C:11]([CH:13]([C:15]3[NH:19][N:18]=[CH:17][CH:16]=3)[CH3:14])=[CH:12][C:7]=2[S:6][C:5]1=[O:20].[H-].[Na+].Cl[C:24]1[N:29]=[N:28][C:27]([C:30]([O:32][CH2:33][CH3:34])=[O:31])=[CH:26][CH:25]=1. (4) Given the product [C:18]1([C:21]2[CH:22]=[CH:23][CH:24]=[CH:25][CH:26]=2)[CH:17]=[CH:16][C:15]([CH2:14][C@H:12]2[N:11](/[CH:27]=[CH:28]/[C:29]3[CH:30]=[CH:31][CH:32]=[CH:33][CH:34]=3)[C:10](=[O:35])[C:9](=[CH2:1])[CH2:13]2)=[CH:20][CH:19]=1, predict the reactants needed to synthesize it. The reactants are: [C:1]([C@@H:9]1[CH2:13][CH:12]([CH2:14][C:15]2[CH:20]=[CH:19][C:18]([C:21]3[CH:26]=[CH:25][CH:24]=[CH:23][CH:22]=3)=[CH:17][CH:16]=2)[N:11](/[CH:27]=[CH:28]/[C:29]2[CH:34]=[CH:33][CH:32]=[CH:31][CH:30]=2)[C:10]1=[O:35])(=O)C1C=CC=CC=1.CCN(C(C)C)C(C)C.[Li+].[Cl-].C=O.